Dataset: KCNQ2 potassium channel screen with 302,405 compounds. Task: Binary Classification. Given a drug SMILES string, predict its activity (active/inactive) in a high-throughput screening assay against a specified biological target. The result is 0 (inactive). The drug is O1c2c(OC1)ccc(CNC(=O)/C=C\c1cc([N+]([O-])=O)ccc1)c2.